Dataset: NCI-60 drug combinations with 297,098 pairs across 59 cell lines. Task: Regression. Given two drug SMILES strings and cell line genomic features, predict the synergy score measuring deviation from expected non-interaction effect. (1) Drug 1: CCC1=C2CN3C(=CC4=C(C3=O)COC(=O)C4(CC)O)C2=NC5=C1C=C(C=C5)O. Drug 2: CC(C)NC(=O)C1=CC=C(C=C1)CNNC.Cl. Cell line: CCRF-CEM. Synergy scores: CSS=72.8, Synergy_ZIP=-2.92, Synergy_Bliss=-3.39, Synergy_Loewe=-53.3, Synergy_HSA=-4.40. (2) Drug 1: COC1=CC(=CC(=C1O)OC)C2C3C(COC3=O)C(C4=CC5=C(C=C24)OCO5)OC6C(C(C7C(O6)COC(O7)C8=CC=CS8)O)O. Drug 2: C1C(C(OC1N2C=NC3=C(N=C(N=C32)Cl)N)CO)O. Cell line: MCF7. Synergy scores: CSS=34.5, Synergy_ZIP=3.84, Synergy_Bliss=3.85, Synergy_Loewe=-4.02, Synergy_HSA=2.12.